This data is from Catalyst prediction with 721,799 reactions and 888 catalyst types from USPTO. The task is: Predict which catalyst facilitates the given reaction. (1) Reactant: [Cl:1][C:2]1[C:21](I)=[CH:20][C:5]([C:6]([NH:8][C:9]2[CH:14]=[CH:13][C:12]([O:15][C:16]([F:19])([F:18])[F:17])=[CH:11][CH:10]=2)=[O:7])=[CH:4][N:3]=1.[N:23]1[CH:28]=[C:27](B(O)O)[CH:26]=[N:25][CH:24]=1.C([O-])([O-])=O.[Na+].[Na+]. Product: [Cl:1][C:2]1[C:21]([C:27]2[CH:28]=[N:23][CH:24]=[N:25][CH:26]=2)=[CH:20][C:5]([C:6]([NH:8][C:9]2[CH:14]=[CH:13][C:12]([O:15][C:16]([F:19])([F:18])[F:17])=[CH:11][CH:10]=2)=[O:7])=[CH:4][N:3]=1. The catalyst class is: 57. (2) Reactant: Cl[C:2]1[CH:7]=[C:6]([Cl:8])[N:5]=[CH:4][N:3]=1.[N:9]1[C:18]2[C:13](=[CH:14][CH:15]=[CH:16][C:17]=2B(O)O)[CH:12]=[CH:11][CH:10]=1.P([O-])([O-])([O-])=O.[K+].[K+].[K+]. Product: [Cl:8][C:6]1[CH:7]=[C:2]([C:17]2[CH:16]=[CH:15][CH:14]=[C:13]3[C:18]=2[N:9]=[CH:10][CH:11]=[CH:12]3)[N:3]=[CH:4][N:5]=1. The catalyst class is: 77. (3) Reactant: [OH:1][C:2]1[CH:7]=[CH:6][C:5]([CH2:8][C@@H:9]([N:33](C)[C:34](=O)OC(C)(C)C)[C:10](=[O:32])[NH:11][C:12]2[CH:13]=[C:14]3[C:30](=[O:31])[NH:29][N:28]=[CH:27][C:16]4=[C:17]([C:21]5[CH:26]=[CH:25][CH:24]=[CH:23][CH:22]=5)[NH:18][C:19]([CH:20]=2)=[C:15]34)=[CH:4][CH:3]=1.[ClH:42].C(N(CC)CC)C. Product: [ClH:42].[OH:1][C:2]1[CH:7]=[CH:6][C:5]([CH2:8][C@@H:9]([NH:33][CH3:34])[C:10]([NH:11][C:12]2[CH:13]=[C:14]3[C:30](=[O:31])[NH:29][N:28]=[CH:27][C:16]4=[C:17]([C:21]5[CH:26]=[CH:25][CH:24]=[CH:23][CH:22]=5)[NH:18][C:19]([CH:20]=2)=[C:15]34)=[O:32])=[CH:4][CH:3]=1. The catalyst class is: 12. (4) Product: [OH:1][C:2]1[CH:3]=[CH:4][C:5]([C:8]([C:11]2[CH:12]=[CH:13][C:14]([OH:17])=[CH:15][CH:16]=2)([CH3:10])[CH3:9])=[CH:6][CH:7]=1.[C:2]1([OH:1])[CH:7]=[CH:6][CH:5]=[CH:4][CH:3]=1. The catalyst class is: 21. Reactant: [OH:1][C:2]1[CH:7]=[CH:6][C:5]([C:8]([C:11]2[CH:16]=[CH:15][C:14]([OH:17])=[CH:13][CH:12]=2)([CH3:10])[CH3:9])=[CH:4][CH:3]=1.